This data is from Full USPTO retrosynthesis dataset with 1.9M reactions from patents (1976-2016). The task is: Predict the reactants needed to synthesize the given product. (1) The reactants are: CN(C)CCN(C)C.[C:9]1([Mg]Br)[CH:14]=[CH:13][CH:12]=[CH:11][CH:10]=1.[O-]S(C(F)(F)F)(=O)=O.C([B+]CCCC)CCC.[CH2:34]([O:41][C:42]([N:44]1[CH2:49][CH2:48][CH:47]([CH:50]=[CH:51][C:52]([N:54]2[C@H:58]([C:59]3[CH:64]=[CH:63][CH:62]=[CH:61][CH:60]=3)[C@H:57]([CH3:65])[N:56]([CH3:66])[C:55]2=[O:67])=[O:53])[CH2:46][CH2:45]1)=[O:43])[C:35]1[CH:40]=[CH:39][CH:38]=[CH:37][CH:36]=1. Given the product [C:9]1([CH:50]([CH:47]2[CH2:48][CH2:49][N:44]([C:42]([O:41][CH2:34][C:35]3[CH:40]=[CH:39][CH:38]=[CH:37][CH:36]=3)=[O:43])[CH2:45][CH2:46]2)[CH2:51][C:52]([N:54]2[C@H:58]([C:59]3[CH:60]=[CH:61][CH:62]=[CH:63][CH:64]=3)[C@H:57]([CH3:65])[N:56]([CH3:66])[C:55]2=[O:67])=[O:53])[CH:14]=[CH:13][CH:12]=[CH:11][CH:10]=1, predict the reactants needed to synthesize it. (2) Given the product [CH3:5][C:6]1([CH3:23])[NH:7][C:14](=[O:40])[C:13]2[S:12][C:11]([N:7]3[C:6]4[CH:23]=[C:2]([C:28]5[CH:27]=[N:26][C:25]([CH3:24])=[CH:30][CH:29]=5)[CH:3]=[CH:4][C:5]=4[O:10][CH2:9][CH2:8]3)=[N:19][C:18]=2[CH2:17]1, predict the reactants needed to synthesize it. The reactants are: Br[C:2]1[CH:3]=[CH:4][C:5]2[O:10][CH2:9][CH2:8][N:7]([C:11]3[S:12][C:13]4[CH2:14]C(C)(C)N[C:17](=O)[C:18]=4[N:19]=3)[C:6]=2[CH:23]=1.[CH3:24][C:25]1[CH:30]=[CH:29][C:28](B(O)O)=[CH:27][N:26]=1.C([O-])([O-])=O.[Na+].[Na+].[OH2:40]. (3) Given the product [C:1]([NH:4][C@:5]1([C@@H:60]([CH2:62][CH3:63])[CH3:61])[CH2:9][CH2:8][N:7]([C@@H:10]([CH2:51][CH2:52][C:53]2[CH:54]=[CH:55][CH:56]=[CH:57][CH:58]=2)[C:11]([NH:13][C@@H:14]([CH2:42][C:43]2[CH:48]=[C:47]([F:49])[CH:46]=[C:45]([F:50])[CH:44]=2)[C@H:15]([OH:16])[C@H:17]2[CH2:21][C@@H:20]([O:22][C:23]3[CH:28]=[CH:27][CH:26]=[CH:25][N:24]=3)[CH2:19][NH:18]2)=[O:12])[C:6]1=[O:59])(=[O:3])[CH3:2], predict the reactants needed to synthesize it. The reactants are: [C:1]([NH:4][C@:5]1([C@@H:60]([CH2:62][CH3:63])[CH3:61])[CH2:9][CH2:8][N:7]([C@@H:10]([CH2:51][CH2:52][C:53]2[CH:58]=[CH:57][CH:56]=[CH:55][CH:54]=2)[C:11]([NH:13][C@@H:14]([CH2:42][C:43]2[CH:48]=[C:47]([F:49])[CH:46]=[C:45]([F:50])[CH:44]=2)[C@@H:15]([C@H:17]2[CH2:21][C@H:20]([O:22][C:23]3[CH:28]=[CH:27][CH:26]=[CH:25][N:24]=3)[CH2:19][N:18]2C(C2C=CC=CC=2)C2C=CC=CC=2)[OH:16])=[O:12])[C:6]1=[O:59])(=[O:3])[CH3:2].C(N[C@]1([C@@H](CC)C)CCN([C@@H](CCC2C=CC=CC=2)C(N[C@@H](CC2C=C(F)C=C(F)C=2)[C@@H]([C@H]2C[C@@H](OC3C=CC=CN=3)CN2C(C2C=CC=CC=2)C2C=CC=CC=2)O)=O)C1=O)(=O)C.C(N[C@]1([C@@H](CC)C)CCN([C@@H](CCC2C=CC=CC=2)C(O)=O)C1=O)(=O)C.CN(C(ON1N=NC2C=CC=NC1=2)=[N+](C)C)C.F[P-](F)(F)(F)(F)F.N[C@@H](CC1C=C(F)C=C(F)C=1)[C@@H]([C@H]1C[C@H](OC2C=CC=CN=2)CN1C(C1C=CC=CC=1)C1C=CC=CC=1)O.CN1CCOCC1. (4) Given the product [CH3:1][O:24][C:23]([C:12]1[CH:11]([CH3:26])[CH:10]([C:7]2[CH:6]=[CH:5][C:4]([Cl:3])=[CH:9][CH:8]=2)[N:14]([C:15]2[CH:20]=[CH:19][C:18]([Cl:21])=[CH:17][C:16]=2[Cl:22])[N:13]=1)=[O:25], predict the reactants needed to synthesize it. The reactants are: [CH3:1]I.[Cl:3][C:4]1[CH:9]=[CH:8][C:7]([CH:10]2[N:14]([C:15]3[CH:20]=[CH:19][C:18]([Cl:21])=[CH:17][C:16]=3[Cl:22])[N:13]=[C:12]([C:23]([OH:25])=[O:24])[CH:11]2[CH3:26])=[CH:6][CH:5]=1.O. (5) The reactants are: [Cl:1][C:2]1[CH:10]=[C:9]([Cl:11])[C:5]([C:6]([NH2:8])=[O:7])=[C:4]([N+:12]([O-])=O)[C:3]=1[OH:15].O.[Sn](Cl)Cl. Given the product [NH2:12][C:4]1[C:3]([OH:15])=[C:2]([Cl:1])[CH:10]=[C:9]([Cl:11])[C:5]=1[C:6]([NH2:8])=[O:7], predict the reactants needed to synthesize it. (6) The reactants are: [Li]CCCC.Br[C:7]1[N:11]([CH3:12])[C:10]([CH3:13])=[N:9][CH:8]=1.[Cl:14][C:15]1[C:24]2[C:19](=[CH:20][CH:21]=[C:22]([CH:25]([C:27]3[C:28]([CH3:34])=[N:29][C:30]([CH3:33])=[CH:31][CH:32]=3)[OH:26])[CH:23]=2)[N:18]=[C:17]([O:35][CH3:36])[C:16]=1[CH2:37][C:38]1[CH:43]=[CH:42][C:41]([C:44]([F:47])([F:46])[F:45])=[CH:40][CH:39]=1. Given the product [Cl:14][C:15]1[C:24]2[C:19](=[CH:20][CH:21]=[C:22]([C:25]([C:7]3[N:11]([CH3:12])[C:10]([CH3:13])=[N:9][CH:8]=3)([C:27]3[C:28]([CH3:34])=[N:29][C:30]([CH3:33])=[CH:31][CH:32]=3)[OH:26])[CH:23]=2)[N:18]=[C:17]([O:35][CH3:36])[C:16]=1[CH2:37][C:38]1[CH:39]=[CH:40][C:41]([C:44]([F:46])([F:45])[F:47])=[CH:42][CH:43]=1, predict the reactants needed to synthesize it. (7) Given the product [CH3:1][N:2]1[C:7]2[N:8]=[C:9]([N:13]3[CH2:18][CH2:17][N:16]([CH2:25][C:20]4[N:21]=[CH:22][CH:23]=[CH:24][N:19]=4)[CH2:15][CH2:14]3)[NH:10][C:11](=[O:12])[C:6]=2[CH2:5][CH2:4][CH2:3]1, predict the reactants needed to synthesize it. The reactants are: [CH3:1][N:2]1[C:7]2[N:8]=[C:9]([N:13]3[CH2:18][CH2:17][NH:16][CH2:15][CH2:14]3)[NH:10][C:11](=[O:12])[C:6]=2[CH2:5][CH2:4][CH2:3]1.[N:19]1[CH:24]=[CH:23][CH:22]=[N:21][C:20]=1[CH:25]=O.C(O[BH-](OC(=O)C)OC(=O)C)(=O)C.[Na+].[OH-].[Na+]. (8) Given the product [CH:13]1([C:16]2[C:17]([OH:19])=[N:39][C:37]([C:34]3[N:32]4[CH:33]=[C:28]([F:27])[CH:29]=[CH:30][C:31]4=[N:36][CH:35]=3)=[N:38][CH:1]=2)[CH2:14][CH2:15]1, predict the reactants needed to synthesize it. The reactants are: [CH2:1]([Li])CCC.C(NC(C)C)(C)C.[CH:13]1([CH2:16][C:17]([O:19]C)=O)[CH2:15][CH2:14]1.C(OCC)=O.Cl.[F:27][C:28]1[CH:29]=[CH:30][C:31]2[N:32]([C:34]([C:37](=[NH:39])[NH2:38])=[CH:35][N:36]=2)[CH:33]=1. (9) Given the product [OH:20][C@H:19]([CH3:21])[C:18]([NH:1][C@H:2]1[CH2:7][CH2:6][C@H:5]([C@H:8]([NH:10][C:11](=[O:17])[O:12][C:13]([CH3:16])([CH3:15])[CH3:14])[CH3:9])[CH2:4][CH2:3]1)=[O:22], predict the reactants needed to synthesize it. The reactants are: [NH2:1][C@H:2]1[CH2:7][CH2:6][C@H:5]([C@H:8]([NH:10][C:11](=[O:17])[O:12][C:13]([CH3:16])([CH3:15])[CH3:14])[CH3:9])[CH2:4][CH2:3]1.[C:18](O)(=[O:22])[C@@H:19]([CH3:21])[OH:20].C(N(C(C)C)CC)(C)C.CN(C(ON1N=NC2C=CC=CC1=2)=[N+](C)C)C.[B-](F)(F)(F)F.